Dataset: NCI-60 drug combinations with 297,098 pairs across 59 cell lines. Task: Regression. Given two drug SMILES strings and cell line genomic features, predict the synergy score measuring deviation from expected non-interaction effect. (1) Drug 1: CCC1=C2CN3C(=CC4=C(C3=O)COC(=O)C4(CC)O)C2=NC5=C1C=C(C=C5)O. Drug 2: CC12CCC3C(C1CCC2O)C(CC4=C3C=CC(=C4)O)CCCCCCCCCS(=O)CCCC(C(F)(F)F)(F)F. Cell line: MDA-MB-435. Synergy scores: CSS=-0.774, Synergy_ZIP=1.91, Synergy_Bliss=3.40, Synergy_Loewe=-0.311, Synergy_HSA=0.781. (2) Drug 1: CC1CCC2CC(C(=CC=CC=CC(CC(C(=O)C(C(C(=CC(C(=O)CC(OC(=O)C3CCCCN3C(=O)C(=O)C1(O2)O)C(C)CC4CCC(C(C4)OC)OCCO)C)C)O)OC)C)C)C)OC. Drug 2: C1CCC(C(C1)N)N.C(=O)(C(=O)[O-])[O-].[Pt+4]. Cell line: SK-MEL-28. Synergy scores: CSS=1.85, Synergy_ZIP=-6.27, Synergy_Bliss=-2.11, Synergy_Loewe=-5.65, Synergy_HSA=-1.79. (3) Drug 1: COC1=CC(=CC(=C1O)OC)C2C3C(COC3=O)C(C4=CC5=C(C=C24)OCO5)OC6C(C(C7C(O6)COC(O7)C8=CC=CS8)O)O. Drug 2: CC1CCC2CC(C(=CC=CC=CC(CC(C(=O)C(C(C(=CC(C(=O)CC(OC(=O)C3CCCCN3C(=O)C(=O)C1(O2)O)C(C)CC4CCC(C(C4)OC)OCCO)C)C)O)OC)C)C)C)OC. Cell line: DU-145. Synergy scores: CSS=42.7, Synergy_ZIP=1.97, Synergy_Bliss=2.68, Synergy_Loewe=0.730, Synergy_HSA=5.80.